This data is from Full USPTO retrosynthesis dataset with 1.9M reactions from patents (1976-2016). The task is: Predict the reactants needed to synthesize the given product. Given the product [CH3:12][NH:13][C:14]([C:16]1[CH:17]=[C:18]2[C:23](=[CH:24][C:25]=1[O:26][CH2:27][C:28]1[CH:33]=[CH:32][CH:31]=[CH:30][CH:29]=1)[N:22]=[CH:21][CH:20]=[C:19]2[O:8][C:5]1[CH:6]=[CH:7][C:2]([NH2:1])=[C:3]([Cl:9])[CH:4]=1)=[O:15], predict the reactants needed to synthesize it. The reactants are: [NH2:1][C:2]1[CH:7]=[CH:6][C:5]([OH:8])=[CH:4][C:3]=1[Cl:9].[H-].[Na+].[CH3:12][NH:13][C:14]([C:16]1[CH:17]=[C:18]2[C:23](=[CH:24][C:25]=1[O:26][CH2:27][C:28]1[CH:33]=[CH:32][CH:31]=[CH:30][CH:29]=1)[N:22]=[CH:21][CH:20]=[C:19]2Cl)=[O:15].C(OCC)(=O)C.